Dataset: Reaction yield outcomes from USPTO patents with 853,638 reactions. Task: Predict the reaction yield, written as a fraction of the theoretical maximum amount of product (1.0 means a 100% yield; for example, 0.34 means a 34% yield). (1) The reactants are [F:1][C:2]([F:13])([F:12])[C:3]1[N:8]=[CH:7][C:6]([C:9](=[O:11])[CH3:10])=[CH:5][CH:4]=1.[C:14](OCC)(=[O:20])[C:15]([O:17][CH2:18][CH3:19])=[O:16]. No catalyst specified. The product is [CH2:18]([O:17][C:15](=[O:16])[C:14]([OH:20])=[CH:10][C:9](=[O:11])[C:6]1[CH:7]=[N:8][C:3]([C:2]([F:12])([F:1])[F:13])=[CH:4][CH:5]=1)[CH3:19]. The yield is 0.380. (2) The reactants are [O:1]=[C:2]1[C:7]([CH2:8][C:9]2[CH:16]=[CH:15][C:12]([C:13]#[N:14])=[CH:11][CH:10]=2)=[CH:6][NH:5][C:4](=[S:17])[NH:3]1.C([O-])([O-])=O.[K+].[K+].[Cl:24][C:25]1[CH:30]=[CH:29][C:28]([O:31][C:32]2[CH:37]=[CH:36][C:35]([CH2:38][CH2:39]I)=[CH:34][CH:33]=2)=[CH:27][C:26]=1[C:41]([F:44])([F:43])[F:42]. The catalyst is CC(C)=O. The product is [Cl:24][C:25]1[CH:30]=[CH:29][C:28]([O:31][C:32]2[CH:33]=[CH:34][C:35]([CH2:38][CH2:39][S:17][C:4]3[NH:5][CH:6]=[C:7]([CH2:8][C:9]4[CH:16]=[CH:15][C:12]([C:13]#[N:14])=[CH:11][CH:10]=4)[C:2](=[O:1])[N:3]=3)=[CH:36][CH:37]=2)=[CH:27][C:26]=1[C:41]([F:42])([F:43])[F:44]. The yield is 0.374.